This data is from Reaction yield outcomes from USPTO patents with 853,638 reactions. The task is: Predict the reaction yield, written as a fraction of the theoretical maximum amount of product (1.0 means a 100% yield; for example, 0.34 means a 34% yield). The reactants are [OH:1][C:2]1[CH:3]=[C:4]2[C:9](=[CH:10][CH:11]=1)[C:8](=[O:12])[CH2:7][CH2:6][CH2:5]2.Br[CH2:14][CH:15]1[CH2:17][CH2:16]1.C([O-])([O-])=O.[K+].[K+]. The catalyst is C(#N)C.CCOC(C)=O. The product is [CH:15]1([CH2:14][O:1][C:2]2[CH:3]=[C:4]3[C:9](=[CH:10][CH:11]=2)[C:8](=[O:12])[CH2:7][CH2:6][CH2:5]3)[CH2:17][CH2:16]1. The yield is 0.870.